Dataset: Forward reaction prediction with 1.9M reactions from USPTO patents (1976-2016). Task: Predict the product of the given reaction. Given the reactants [N:1]1([C:6]2[CH:11]=[CH:10][C:9]([C:12]3[CH:17]=[CH:16][CH:15]=[CH:14][C:13]=3[C:18]3[NH:22][N:21]=[N:20][N:19]=3)=[CH:8][C:7]=2[NH2:23])[CH:5]=[CH:4][CH:3]=[N:2]1.[C:24]1([CH3:34])[CH:29]=[CH:28][C:27]([CH2:30][C:31](O)=[O:32])=[CH:26][CH:25]=1.CCN(C(C)C)C(C)C.C(P1(=O)OP(=O)(CCC)OP(=O)(CCC)O1)CC, predict the reaction product. The product is: [N:1]1([C:6]2[CH:11]=[CH:10][C:9]([C:12]3[CH:17]=[CH:16][CH:15]=[CH:14][C:13]=3[C:18]3[NH:19][N:20]=[N:21][N:22]=3)=[CH:8][C:7]=2[NH:23][C:31](=[O:32])[CH2:30][C:27]2[CH:28]=[CH:29][C:24]([CH3:34])=[CH:25][CH:26]=2)[CH:5]=[CH:4][CH:3]=[N:2]1.